This data is from Reaction yield outcomes from USPTO patents with 853,638 reactions. The task is: Predict the reaction yield, written as a fraction of the theoretical maximum amount of product (1.0 means a 100% yield; for example, 0.34 means a 34% yield). (1) The reactants are [C:1]([C:5]1[CH:31]=[C:8]2[N:9]=[C:10]([CH3:30])[C:11]([CH:22]([CH2:27][CH2:28][CH3:29])[C:23]([O:25]C)=[O:24])=[C:12]([C:13]3[CH:14]=[CH:15][C:16]4[O:20][CH2:19][CH2:18][C:17]=4[CH:21]=3)[N:7]2[N:6]=1)([CH3:4])([CH3:3])[CH3:2].[OH-].[Na+]. The catalyst is CO.O. The product is [C:1]([C:5]1[CH:31]=[C:8]2[N:9]=[C:10]([CH3:30])[C:11]([CH:22]([CH2:27][CH2:28][CH3:29])[C:23]([OH:25])=[O:24])=[C:12]([C:13]3[CH:14]=[CH:15][C:16]4[O:20][CH2:19][CH2:18][C:17]=4[CH:21]=3)[N:7]2[N:6]=1)([CH3:3])([CH3:4])[CH3:2]. The yield is 0.820. (2) The reactants are C([O-])([O-])=O.[Na+].[Na+].[CH:7]([C:9]1[CH:14]=[CH:13][C:12](B(O)O)=[CH:11][CH:10]=1)=[O:8].Cl[C:19]1[N:24]=[CH:23][C:22]([CH2:25][CH3:26])=[CH:21][N:20]=1. The catalyst is C(O)C.C1(C)C=CC=CC=1.C(OCC)(=O)C.C1C=CC(P(C2C=CC=CC=2)CCCCP(C2C=CC=CC=2)C2C=CC=CC=2)=CC=1.Cl[Pd]Cl. The product is [CH2:25]([C:22]1[CH:21]=[N:20][C:19]([C:12]2[CH:13]=[CH:14][C:9]([CH:7]=[O:8])=[CH:10][CH:11]=2)=[N:24][CH:23]=1)[CH3:26]. The yield is 0.760. (3) The reactants are [C:1]12([CH2:11][C:12](O)=O)[CH2:10][CH:5]3[CH2:6][CH:7]([CH2:9][CH:3]([CH2:4]3)[CH2:2]1)[CH2:8]2.C(N(C(C)C)CC)(C)C.CN(C(ON1N=NC2C=CC=CC1=2)=[N+](C)C)C.F[P-](F)(F)(F)(F)F.[CH3:48][C:49]1[CH:58]=[CH:57][C:52]([C:53](=[N:55][OH:56])[NH2:54])=[CH:51][CH:50]=1. The catalyst is CN(C=O)C. The product is [C:1]12([CH2:11][C:12]3[O:56][N:55]=[C:53]([C:52]4[CH:51]=[CH:50][C:49]([CH3:48])=[CH:58][CH:57]=4)[N:54]=3)[CH2:2][CH:3]3[CH2:9][CH:7]([CH2:6][CH:5]([CH2:4]3)[CH2:10]1)[CH2:8]2. The yield is 0.380. (4) The reactants are [F:1][C:2]([F:39])([F:38])[C:3]1[CH:4]=[C:5]([CH:31]=[C:32]([C:34]([F:37])([F:36])[F:35])[CH:33]=1)[CH2:6][N:7]1[CH2:14][CH2:13][CH2:12][NH:11][C:10]2[N:15]=[C:16](S(C)(=O)=O)[N:17]=[C:18]([C:19]3[CH:24]=[CH:23][CH:22]=[CH:21][C:20]=3[CH3:25])[C:9]=2[C:8]1=[O:30].[C:40]([NH:43][CH:44]1[CH2:48][CH2:47][NH:46][CH2:45]1)(=[O:42])[CH3:41]. No catalyst specified. The product is [C:40]([NH:43][CH:44]1[CH2:48][CH2:47][N:46]([C:16]2[N:17]=[C:18]([C:19]3[CH:24]=[CH:23][CH:22]=[CH:21][C:20]=3[CH3:25])[C:9]3[C:8](=[O:30])[N:7]([CH2:6][C:5]4[CH:31]=[C:32]([C:34]([F:36])([F:37])[F:35])[CH:33]=[C:3]([C:2]([F:1])([F:38])[F:39])[CH:4]=4)[CH2:14][CH2:13][CH2:12][NH:11][C:10]=3[N:15]=2)[CH2:45]1)(=[O:42])[CH3:41]. The yield is 0.990. (5) The reactants are [CH:1]1([C:7]([OH:9])=O)[CH2:6][CH2:5][CH2:4][CH2:3][CH2:2]1.C(N1C=CN=C1)(N1C=CN=C1)=O.CCN(CC)CC.Cl.CNOC.[CH2:34]([Mg]Cl)[C:35]1[CH:40]=[CH:39][CH:38]=[CH:37][CH:36]=1. The catalyst is C(Cl)Cl. The product is [CH:1]1([C:7](=[O:9])[CH2:34][C:35]2[CH:40]=[CH:39][CH:38]=[CH:37][CH:36]=2)[CH2:2][CH2:3][CH2:4][CH2:5][CH2:6]1. The yield is 0.540. (6) The reactants are [CH:1]1([NH2:4])[CH2:3][CH2:2]1.C(O)(=O)C.C(O[BH-](OC(=O)C)OC(=O)C)(=O)C.[Na+].[CH:23]([C:25]1[CH:30]=[CH:29][C:28]([C:31]#[C:32]/[CH:33]=[CH:34]/[C:35]2[CH:40]=[CH:39][C:38]([C:41](=[O:53])[N:42]([CH:44]([C:49]([NH:51][CH3:52])=[O:50])[C:45]([O:47][CH3:48])=[O:46])[CH3:43])=[CH:37][CH:36]=2)=[CH:27][CH:26]=1)=O. The catalyst is C(Cl)(Cl)Cl.O. The product is [CH:1]1([NH:4][CH2:23][C:25]2[CH:30]=[CH:29][C:28]([C:31]#[C:32]/[CH:33]=[CH:34]/[C:35]3[CH:40]=[CH:39][C:38]([C:41](=[O:53])[N:42]([CH:44]([C:49]([NH:51][CH3:52])=[O:50])[C:45]([O:47][CH3:48])=[O:46])[CH3:43])=[CH:37][CH:36]=3)=[CH:27][CH:26]=2)[CH2:3][CH2:2]1. The yield is 0.910. (7) The reactants are [Cl:1][C:2]1[CH:7]=[C:6]([C:8]2[CH:9]=[C:10]([CH:18]=[CH:19][CH:20]=2)[O:11][CH2:12][CH:13]([OH:17])[CH2:14][NH:15][CH3:16])[N:5]=[C:4]2[N:21]([CH:24]([CH3:26])[CH3:25])[N:22]=[CH:23][C:3]=12.CCN(CC)CC.[CH3:46][C:45]([O:44][C:42](O[C:42]([O:44][C:45]([CH3:48])([CH3:47])[CH3:46])=[O:43])=[O:43])([CH3:48])[CH3:47]. The catalyst is C1COCC1. The product is [Cl:1][C:2]1[CH:7]=[C:6]([C:8]2[CH:9]=[C:10]([CH:18]=[CH:19][CH:20]=2)[O:11][CH2:12][CH:13]([OH:17])[CH2:14][N:15]([CH3:16])[C:42](=[O:43])[O:44][C:45]([CH3:46])([CH3:47])[CH3:48])[N:5]=[C:4]2[N:21]([CH:24]([CH3:26])[CH3:25])[N:22]=[CH:23][C:3]=12. The yield is 1.00.